This data is from Full USPTO retrosynthesis dataset with 1.9M reactions from patents (1976-2016). The task is: Predict the reactants needed to synthesize the given product. (1) Given the product [F:10][C:8]1[CH:7]=[CH:6][C:3]([CH:4]2[CH2:15][C:14](=[O:13])[CH2:16][CH2:17][NH:18]2)=[C:2]([CH3:1])[CH:9]=1, predict the reactants needed to synthesize it. The reactants are: [CH3:1][C:2]1[CH:9]=[C:8]([F:10])[CH:7]=[CH:6][C:3]=1[CH:4]=O.C1O[C:14]([CH2:16][CH2:17][NH2:18])([CH3:15])[O:13]C1.C1(C)C=CC(S(O)(=O)=O)=CC=1.C(=O)([O-])[O-].[K+].[K+]. (2) Given the product [F:37][C:32]1[CH:33]=[CH:34][CH:35]=[CH:36][C:31]=1[C:13]1[N:14]([S:16]([C:19]2[CH:20]=[CH:21][C:22]([O:23][CH2:24][C:25]([NH:39][CH3:38])=[O:27])=[CH:29][CH:30]=2)(=[O:17])=[O:18])[CH:15]=[C:11]([CH2:10][N:8]([CH3:9])[C:6](=[O:7])[O:5][C:1]([CH3:4])([CH3:3])[CH3:2])[CH:12]=1, predict the reactants needed to synthesize it. The reactants are: [C:1]([O:5][C:6]([N:8]([CH2:10][C:11]1[CH:12]=[C:13]([C:31]2[CH:36]=[CH:35][CH:34]=[CH:33][C:32]=2[F:37])[N:14]([S:16]([C:19]2[CH:30]=[CH:29][C:22]([O:23][CH2:24][C:25]([O:27]C)=O)=[CH:21][CH:20]=2)(=[O:18])=[O:17])[CH:15]=1)[CH3:9])=[O:7])([CH3:4])([CH3:3])[CH3:2].[CH3:38][NH2:39]. (3) Given the product [Cl:22][C:14]1[CH:13]=[C:12](/[C:4](=[N:5]\[O:6][CH:7]2[CH2:11][CH2:10][CH2:9][CH2:8]2)/[C:3]([OH:23])=[O:2])[CH:17]=[CH:16][C:15]=1[S:18]([CH3:21])(=[O:20])=[O:19], predict the reactants needed to synthesize it. The reactants are: C[O:2][C:3](=[O:23])/[C:4](/[C:12]1[CH:17]=[CH:16][C:15]([S:18]([CH3:21])(=[O:20])=[O:19])=[C:14]([Cl:22])[CH:13]=1)=[N:5]/[O:6][CH:7]1[CH2:11][CH2:10][CH2:9][CH2:8]1.[OH-].[Li+].O. (4) Given the product [NH2:22][C:19]1[CH:20]=[CH:21][C:16]([CH2:15][C@@H:12]2[CH2:13][CH2:14][C@H:10]([C@H:9]([O:8][Si:1]([C:4]([CH3:7])([CH3:5])[CH3:6])([CH3:3])[CH3:2])[C:32]3[CH:33]=[N:34][CH:35]=[CH:36][CH:37]=3)[N:11]2[C:25]([O:27][C:28]([CH3:31])([CH3:30])[CH3:29])=[O:26])=[CH:17][CH:18]=1, predict the reactants needed to synthesize it. The reactants are: [Si:1]([O:8][C@H:9]([C:32]1[CH:33]=[N:34][C:35](Cl)=[CH:36][CH:37]=1)[C@H:10]1[CH2:14][CH2:13][C@@H:12]([CH2:15][C:16]2[CH:21]=[CH:20][C:19]([N+:22]([O-])=O)=[CH:18][CH:17]=2)[N:11]1[C:25]([O:27][C:28]([CH3:31])([CH3:30])[CH3:29])=[O:26])([C:4]([CH3:7])([CH3:6])[CH3:5])([CH3:3])[CH3:2].C([O-])(=O)C.[K+]. (5) Given the product [CH3:8][C:9]1[CH:4]=[N:3][CH:16]=[C:2]([CH3:1])[C:10]=1[C:11]([O:13][CH2:14][CH3:15])=[O:12], predict the reactants needed to synthesize it. The reactants are: [CH3:1][C:2]1[NH:3][C:4]2[C:9]([C:10]=1[C:11]([O:13][CH2:14][CH3:15])=[O:12])=[CH:8]C=CC=2.[CH3:16][Al](C)C.